Dataset: Reaction yield outcomes from USPTO patents with 853,638 reactions. Task: Predict the reaction yield, written as a fraction of the theoretical maximum amount of product (1.0 means a 100% yield; for example, 0.34 means a 34% yield). (1) The yield is 0.900. The catalyst is CN(C)C=O.O. The product is [Br:15][C:16]1[CH:23]=[CH:22][C:21]([O:24][C:2]2[CH:9]=[CH:8][C:5]([C:6]#[N:7])=[C:4]([O:10][CH2:11][CH:12]([F:14])[F:13])[N:3]=2)=[CH:20][C:17]=1[CH:18]=[O:19]. The reactants are Cl[C:2]1[CH:9]=[CH:8][C:5]([C:6]#[N:7])=[C:4]([O:10][CH2:11][CH:12]([F:14])[F:13])[N:3]=1.[Br:15][C:16]1[CH:23]=[CH:22][C:21]([OH:24])=[CH:20][C:17]=1[CH:18]=[O:19].C([O-])([O-])=O.[K+].[K+]. (2) The reactants are [F:1][C:2]1[CH:7]=[CH:6][C:5]([C@:8]2([CH2:31]C(OC)=O)[O:13][C:12](=[O:14])[N:11]([C@H:15]([C:17]3[CH:22]=[CH:21][C:20](C4C=CC(=O)N(C)C=4)=[CH:19][CH:18]=3)[CH3:16])[CH2:10][CH2:9]2)=[CH:4][CH:3]=1.C([Mg][Br:39])C.[CH2:40]1[CH2:44][O:43]C[CH2:41]1. The catalyst is C(O[Ti](OC(C)C)(OC(C)C)OC(C)C)(C)C. The product is [Br:39][C:20]1[CH:21]=[CH:22][C:17]([C@@H:15]([N:11]2[CH2:10][CH2:9][C@@:8]([C:5]3[CH:6]=[CH:7][C:2]([F:1])=[CH:3][CH:4]=3)([CH2:31][C:44]3([OH:43])[CH2:41][CH2:40]3)[O:13][C:12]2=[O:14])[CH3:16])=[CH:18][CH:19]=1. The yield is 0.0200.